From a dataset of Full USPTO retrosynthesis dataset with 1.9M reactions from patents (1976-2016). Predict the reactants needed to synthesize the given product. (1) Given the product [ClH:7].[CH3:3][C:4]1([CH3:6])[N:20]=[C:19]([NH:18][CH2:17][CH2:16][C:15]2[CH:14]=[CH:13][C:12]([O:11][CH3:10])=[CH:35][CH:34]=2)[NH:21][C:22]([NH:24][CH2:25][CH2:26][CH2:27][CH2:28][CH2:29][CH2:30][CH2:31][CH2:32][CH3:33])=[N:23]1, predict the reactants needed to synthesize it. The reactants are: CO.[CH3:3][C:4]([CH3:6])=O.[ClH:7].Cl.Cl.[CH3:10][O:11][C:12]1[CH:35]=[CH:34][C:15]([CH2:16][CH2:17][NH:18][C:19]([NH:21][C:22]([NH:24][CH2:25][CH2:26][CH2:27][CH2:28][CH2:29][CH2:30][CH2:31][CH2:32][CH3:33])=[NH:23])=[NH:20])=[CH:14][CH:13]=1. (2) Given the product [C:18]([C:15]1[CH:16]=[CH:17][C:12]([C:11]2[O:2][C:3](=[O:22])[C:4]3[CH:9]=[CH:8][N:7]=[CH:6][C:5]=3[CH:10]=2)=[CH:13][CH:14]=1)([CH3:21])([CH3:20])[CH3:19], predict the reactants needed to synthesize it. The reactants are: C[O:2][C:3](=[O:22])[C:4]1[CH:9]=[CH:8][N:7]=[CH:6][C:5]=1[C:10]#[C:11][C:12]1[CH:17]=[CH:16][C:15]([C:18]([CH3:21])([CH3:20])[CH3:19])=[CH:14][CH:13]=1. (3) Given the product [CH2:16]([O:23][C:24]1[CH:25]=[CH:26][C:27]([C@@H:30]2[CH2:32][C@H:31]2[NH:33][C:9](=[O:10])[O:11][C:12]([CH3:13])([CH3:14])[CH3:15])=[CH:28][CH:29]=1)[C:17]1[CH:18]=[CH:19][CH:20]=[CH:21][CH:22]=1, predict the reactants needed to synthesize it. The reactants are: [CH3:13][C:12]([O:11][C:9](O[C:9]([O:11][C:12]([CH3:15])([CH3:14])[CH3:13])=[O:10])=[O:10])([CH3:15])[CH3:14].[CH2:16]([O:23][C:24]1[CH:29]=[CH:28][C:27]([C@@H:30]2[CH2:32][C@H:31]2[NH2:33])=[CH:26][CH:25]=1)[C:17]1[CH:22]=[CH:21][CH:20]=[CH:19][CH:18]=1.CCN(CC)CC. (4) Given the product [CH3:1][C:2]1[CH:7]=[C:6]([CH2:8][O:9][C:10]2[CH:11]=[C:12]([CH2:16][CH2:17][C:18]([OH:20])=[O:19])[CH:13]=[CH:14][CH:15]=2)[CH:5]=[CH:4][C:3]=1[C:22]1[CH:27]=[CH:26][CH:25]=[C:24]([O:28][CH3:29])[CH:23]=1, predict the reactants needed to synthesize it. The reactants are: [CH3:1][C:2]1[CH:7]=[C:6]([CH2:8][O:9][C:10]2[CH:11]=[C:12]([CH2:16][CH2:17][C:18]([O:20]C)=[O:19])[CH:13]=[CH:14][CH:15]=2)[CH:5]=[CH:4][C:3]=1[C:22]1[CH:27]=[CH:26][CH:25]=[C:24]([O:28][CH3:29])[CH:23]=1.[Li+].[OH-]. (5) Given the product [F:25][C:23]1[CH:22]=[CH:21][C:20]([N+:26]([O-:28])=[O:27])=[C:19]([NH:17][C:11]2[CH:16]=[CH:15][CH:14]=[CH:13][CH:12]=2)[CH:24]=1, predict the reactants needed to synthesize it. The reactants are: [Li+].C[Si]([N-][Si](C)(C)C)(C)C.[C:11]1([NH2:17])[CH:16]=[CH:15][CH:14]=[CH:13][CH:12]=1.F[C:19]1[CH:24]=[C:23]([F:25])[CH:22]=[CH:21][C:20]=1[N+:26]([O-:28])=[O:27].[NH4+].[Cl-]. (6) Given the product [Cl:16][C:17]1[C:18]([F:36])=[C:19]([C:28]2[N:29]=[CH:30][N:31]=[C:32]([OH:34])[CH:33]=2)[C:20]([N:23]2[CH:27]=[CH:26][N:25]=[N:24]2)=[CH:21][CH:22]=1, predict the reactants needed to synthesize it. The reactants are: ClC1C=CC(F)=C(C2N=CN=C(O)C=2)C=1.[Cl:16][C:17]1[C:18]([F:36])=[C:19]([C:28]2[CH:33]=[C:32]([O:34]C)[N:31]=[CH:30][N:29]=2)[C:20]([N:23]2[CH:27]=[CH:26][N:25]=[N:24]2)=[CH:21][CH:22]=1. (7) Given the product [CH2:1]([O:3][C:4](=[O:20])[CH2:5][O:6][C:7]1[CH:12]=[CH:11][C:10]([SH:13])=[CH:9][C:8]=1[CH2:17][CH2:18][CH3:19])[CH3:2], predict the reactants needed to synthesize it. The reactants are: [CH2:1]([O:3][C:4](=[O:20])[CH2:5][O:6][C:7]1[CH:12]=[CH:11][C:10]([S:13](Cl)(=O)=O)=[CH:9][C:8]=1[CH2:17][CH2:18][CH3:19])[CH3:2].[Sn].Cl.O1CCOCC1.